From a dataset of Forward reaction prediction with 1.9M reactions from USPTO patents (1976-2016). Predict the product of the given reaction. (1) Given the reactants C[O-:2].[Na+].Cl[C:5]1[N:6]=[N:7][C:8]([S:11][C:12]2[O:13][C:14]3[CH:21]=[CH:20][C:19]([Cl:22])=[CH:18][C:15]=3[C:16]=2[CH3:17])=[CH:9][CH:10]=1, predict the reaction product. The product is: [Cl:22][C:19]1[CH:20]=[CH:21][C:14]2[O:13][C:12]([S:11][C:8]3[CH:9]=[CH:10][C:5](=[O:2])[NH:6][N:7]=3)=[C:16]([CH3:17])[C:15]=2[CH:18]=1. (2) The product is: [F:1][C:2]1[CH:7]=[CH:6][C:5]2[C:8]([CH3:9])=[C:13]([C:14]([N:16]([O:18][CH3:19])[CH3:17])=[O:15])[O:11][C:4]=2[CH:3]=1. Given the reactants [F:1][C:2]1[CH:7]=[CH:6][C:5]([C:8](=O)[CH3:9])=[C:4]([OH:11])[CH:3]=1.Cl[CH2:13][C:14]([N:16]([O:18][CH3:19])[CH3:17])=[O:15].[I-].[Na+].C(=O)([O-])[O-].[K+].[K+], predict the reaction product.